Dataset: Choline transporter screen with 302,306 compounds. Task: Binary Classification. Given a drug SMILES string, predict its activity (active/inactive) in a high-throughput screening assay against a specified biological target. (1) The molecule is Brc1cc(CNC(CO)(C)C)c(OCc2ccccc2)cc1. The result is 0 (inactive). (2) The result is 0 (inactive). The molecule is OCCCc1n(CCC(C)C)c2c(n1)cccc2. (3) The molecule is Fc1ccc(C=2N=c3n([nH]nn3)C(C2)c2occc2)cc1. The result is 0 (inactive). (4) The compound is Clc1c(cc(OCC(=O)NC(C)(C)C)cc1)C. The result is 0 (inactive).